This data is from Catalyst prediction with 721,799 reactions and 888 catalyst types from USPTO. The task is: Predict which catalyst facilitates the given reaction. (1) Reactant: [Cl:1][C:2]1[CH:11]=[C:10]2[C:5]([CH:6]=[CH:7][CH:8]=[N:9]2)=[CH:4][C:3]=1[CH3:12].C(OOC(=O)C1C=CC=CC=1)(=O)C1C=CC=CC=1.[Br:31]N1C(=O)CCC1=O. Product: [Br:31][CH2:12][C:3]1[CH:4]=[C:5]2[C:10](=[CH:11][C:2]=1[Cl:1])[N:9]=[CH:8][CH:7]=[CH:6]2. The catalyst class is: 53. (2) Reactant: Br[C:2]1[C:3]([N:23]([CH3:28])[S:24]([CH3:27])(=[O:26])=[O:25])=[CH:4][C:5]2[O:9][C:8]([N:10]3[CH:15]=[CH:14][C:13]([CH3:16])=[CH:12][C:11]3=[O:17])=[C:7]([C:18]([NH:20][CH3:21])=[O:19])[C:6]=2[CH:22]=1.[B:29]1([B:29]2[O:33][C:32]([CH3:35])([CH3:34])[C:31]([CH3:37])([CH3:36])[O:30]2)[O:33][C:32]([CH3:35])([CH3:34])[C:31]([CH3:37])([CH3:36])[O:30]1.CC([O-])=O.[K+]. Product: [CH3:21][NH:20][C:18]([C:7]1[C:6]2[CH:22]=[C:2]([B:29]3[O:33][C:32]([CH3:35])([CH3:34])[C:31]([CH3:37])([CH3:36])[O:30]3)[C:3]([N:23]([CH3:28])[S:24]([CH3:27])(=[O:26])=[O:25])=[CH:4][C:5]=2[O:9][C:8]=1[N:10]1[CH:15]=[CH:14][C:13]([CH3:16])=[CH:12][C:11]1=[O:17])=[O:19]. The catalyst class is: 117.